Task: Predict the reactants needed to synthesize the given product.. Dataset: Full USPTO retrosynthesis dataset with 1.9M reactions from patents (1976-2016) Given the product [CH3:28][O:27][C:24]1[CH:23]=[CH:22][C:21]([CH2:20][NH:19][C:14]2[C:15]([CH3:18])=[C:16]([CH3:17])[C:11]3[O:10][C:9]([CH3:31])=[C:8]([C:5]4[CH:6]=[CH:7][C:2]([F:1])=[CH:3][CH:4]=4)[C:12]=3[C:13]=2[CH3:30])=[CH:26][CH:25]=1, predict the reactants needed to synthesize it. The reactants are: [F:1][C:2]1[CH:7]=[CH:6][C:5]([C:8]2[C:12]3[C:13]([CH3:30])=[C:14]([NH:19][C:20](=O)[C:21]4[CH:26]=[CH:25][C:24]([O:27][CH3:28])=[CH:23][CH:22]=4)[C:15]([CH3:18])=[C:16]([CH3:17])[C:11]=3[O:10][C:9]=2[CH3:31])=[CH:4][CH:3]=1.